Dataset: Reaction yield outcomes from USPTO patents with 853,638 reactions. Task: Predict the reaction yield, written as a fraction of the theoretical maximum amount of product (1.0 means a 100% yield; for example, 0.34 means a 34% yield). The reactants are [Cl:1][C:2]1[CH:50]=[CH:49][C:5]([CH2:6][NH:7][C:8](=[O:48])[CH2:9][C@@H:10]2[CH2:21][CH:20]=[CH:19][CH2:18][C@H:17]([NH:22]C(=O)OCC3C4C=CC=CC=4C4C3=CC=CC=4)[C:16](=[O:40])[O:15][C@H:14]([C:41]3[CH:46]=[CH:45][CH:44]=[CH:43][CH:42]=3)[CH2:13][NH:12][C:11]2=[O:47])=[CH:4][CH:3]=1.N1CCCCC1. The catalyst is CN(C=O)C. The product is [NH2:22][C@@H:17]1[C:16](=[O:40])[O:15][C@H:14]([C:41]2[CH:46]=[CH:45][CH:44]=[CH:43][CH:42]=2)[CH2:13][NH:12][C:11](=[O:47])[C@H:10]([CH2:9][C:8]([NH:7][CH2:6][C:5]2[CH:49]=[CH:50][C:2]([Cl:1])=[CH:3][CH:4]=2)=[O:48])[CH2:21][CH:20]=[CH:19][CH2:18]1. The yield is 0.840.